This data is from CYP2D6 inhibition data for predicting drug metabolism from PubChem BioAssay. The task is: Regression/Classification. Given a drug SMILES string, predict its absorption, distribution, metabolism, or excretion properties. Task type varies by dataset: regression for continuous measurements (e.g., permeability, clearance, half-life) or binary classification for categorical outcomes (e.g., BBB penetration, CYP inhibition). Dataset: cyp2d6_veith. (1) The molecule is C[N+](C)(C)CCN[N@@+]1(C)CCCc2ccccc21. The result is 0 (non-inhibitor). (2) The molecule is NNC(=O)c1cn2ccccc2n1. The result is 0 (non-inhibitor). (3) The molecule is S=c1nc(-c2nc(=S)[nH]c3c2CCCCCCCCCC3)c2c([nH]1)CCCCCCCCCC2. The result is 0 (non-inhibitor). (4) The compound is Cc1nn(CC(O)COc2ccc3c(c2)CCC3)c(C)c1Br. The result is 0 (non-inhibitor). (5) The molecule is C[C@@H]1C[C@H]2[C@H]3C[C@@H](F)C4=CC(=O)C=C[C@]4(C)[C@@]3(Cl)[C@@H](O)C[C@@]2(C)[C@@H]1C(=O)COC(=O)C(C)(C)C. The result is 0 (non-inhibitor). (6) The molecule is Cc1ccc(C2CC2C(=O)NN)cc1. The result is 0 (non-inhibitor). (7) The molecule is COc1cc2nncc(SCc3ccc(Cl)c(Cl)c3)c2cc1OC. The result is 0 (non-inhibitor). (8) The drug is O=C(CSc1ccc(Cl)cc1)Nc1cccc(-c2nc3ncccc3o2)c1. The result is 1 (inhibitor).